This data is from Forward reaction prediction with 1.9M reactions from USPTO patents (1976-2016). The task is: Predict the product of the given reaction. (1) The product is: [F:37][C:24]1[CH:23]=[C:22]([C:21]2[N:20]=[C:10]([C:8]3[CH:7]=[CH:6][C:5]([C:13]4[CH:18]=[CH:17][CH:16]=[CH:15][C:14]=4[CH3:19])=[C:4]([CH2:3][O:2][CH3:1])[CH:9]=3)[O:12][N:38]=2)[CH:36]=[CH:35][C:25]=1[O:26][CH2:27][C:28]([O:30][C:31]([CH3:34])([CH3:33])[CH3:32])=[O:29]. Given the reactants [CH3:1][O:2][CH2:3][C:4]1[CH:9]=[C:8]([C:10]([OH:12])=O)[CH:7]=[CH:6][C:5]=1[C:13]1[CH:18]=[CH:17][CH:16]=[CH:15][C:14]=1[CH3:19].[NH2:20][C:21](=[N:38]O)[C:22]1[CH:36]=[CH:35][C:25]([O:26][CH2:27][C:28]([O:30][C:31]([CH3:34])([CH3:33])[CH3:32])=[O:29])=[C:24]([F:37])[CH:23]=1, predict the reaction product. (2) The product is: [ClH:1].[NH:14]1[C:26]2[C:25]3[CH:24]=[CH:23][CH:22]=[CH:21][C:20]=3[NH:19][C:18](=[O:40])[C:17]=2[CH:16]=[N:15]1. Given the reactants [ClH:1].C(N1CCC([N:14]2[C:26]3[C:25]4[CH:24]=[C:23](C(N5CCC(COCC)CC5)=O)[C:22](C)=[CH:21][C:20]=4[NH:19][C:18](=[O:40])[C:17]=3[CH:16]=[N:15]2)C1)C1C=CC=CC=1, predict the reaction product. (3) Given the reactants C1CN([P+](ON2N=NC3C=CC=CC2=3)(N2CCCC2)N2CCCC2)CC1.F[P-](F)(F)(F)(F)F.C(N(CC)C(C)C)(C)C.[Cl:43][C:44]1[CH:45]=[CH:46][C:47]2[N:53]3[C:54]([CH:57]([CH3:59])[CH3:58])=[N:55][N:56]=[C:52]3[CH:51]([CH2:60][C:61](O)=[O:62])[O:50][CH:49]([C:64]3[CH:69]=[CH:68][CH:67]=[C:66]([O:70][CH3:71])[C:65]=3[O:72][CH3:73])[C:48]=2[CH:74]=1.[S:75]1[CH2:79][CH2:78][NH:77][CH2:76]1, predict the reaction product. The product is: [Cl:43][C:44]1[CH:45]=[CH:46][C:47]2[N:53]3[C:54]([CH:57]([CH3:58])[CH3:59])=[N:55][N:56]=[C:52]3[CH:51]([CH2:60][C:61](=[O:62])[N:77]3[CH2:78][CH2:79][S:75][CH2:76]3)[O:50][CH:49]([C:64]3[CH:69]=[CH:68][CH:67]=[C:66]([O:70][CH3:71])[C:65]=3[O:72][CH3:73])[C:48]=2[CH:74]=1. (4) Given the reactants [CH3:1][CH:2]([CH3:30])[CH:3]([N:9]1[CH2:13][CH2:12][N:11]([CH2:14][C:15]2[CH:20]=[CH:19][C:18]([O:21][CH2:22][C:23]3[CH:28]=[CH:27][N:26]=[CH:25][CH:24]=3)=[CH:17][CH:16]=2)[C:10]1=[O:29])[C:4]([O:6]CC)=[O:5].[OH-].[Na+], predict the reaction product. The product is: [CH3:1][CH:2]([CH3:30])[CH:3]([N:9]1[CH2:13][CH2:12][N:11]([CH2:14][C:15]2[CH:20]=[CH:19][C:18]([O:21][CH2:22][C:23]3[CH:28]=[CH:27][N:26]=[CH:25][CH:24]=3)=[CH:17][CH:16]=2)[C:10]1=[O:29])[C:4]([OH:6])=[O:5]. (5) Given the reactants C(N1C2C(=CC(C3N(C4C=CC(S(N)(=O)=O)=CC=4)C(C)=C(C(=O)CC)C=3)=CC=2)C(C)(C)CC1)(=O)C.C([N:39]1[C:48]2[C:43](=[CH:44][CH:45]=[C:46]([C:49]3[N:53]([C:54]4[CH:59]=[CH:58][C:57]([S:60]([NH2:63])(=[O:62])=[O:61])=[CH:56][CH:55]=4)[C:52]([CH3:64])=[C:51]([C:65](=[O:68])[CH2:66][CH3:67])[CH:50]=3)[CH:47]=2)[C:42]([CH3:70])([CH3:69])[CH2:41][CH2:40]1)(=O)C.Cl.N, predict the reaction product. The product is: [CH3:70][C:42]1([CH3:69])[C:43]2[C:48](=[CH:47][C:46]([C:49]3[N:53]([C:54]4[CH:55]=[CH:56][C:57]([S:60]([NH2:63])(=[O:62])=[O:61])=[CH:58][CH:59]=4)[C:52]([CH3:64])=[C:51]([C:65](=[O:68])[CH2:66][CH3:67])[CH:50]=3)=[CH:45][CH:44]=2)[NH:39][CH2:40][CH2:41]1.